From a dataset of Forward reaction prediction with 1.9M reactions from USPTO patents (1976-2016). Predict the product of the given reaction. Given the reactants [Cl:1][C:2]1[C:7]([N:8]2[CH2:13][CH2:12][CH:11]([C:14]3[CH:19]=[CH:18][CH:17]=[CH:16][C:15]=3[Cl:20])[CH2:10][CH2:9]2)=[CH:6][N:5]=[N:4][C:3]=1[NH:21][NH:22][C:23](=O)[CH2:24][CH:25]1[CH2:27][CH2:26]1.P(Cl)(Cl)(Cl)=O, predict the reaction product. The product is: [Cl:1][C:2]1[C:3]2[N:4]([C:23]([CH2:24][CH:25]3[CH2:27][CH2:26]3)=[N:22][N:21]=2)[N:5]=[CH:6][C:7]=1[N:8]1[CH2:13][CH2:12][CH:11]([C:14]2[CH:19]=[CH:18][CH:17]=[CH:16][C:15]=2[Cl:20])[CH2:10][CH2:9]1.